From a dataset of Peptide-MHC class I binding affinity with 185,985 pairs from IEDB/IMGT. Regression. Given a peptide amino acid sequence and an MHC pseudo amino acid sequence, predict their binding affinity value. This is MHC class I binding data. (1) The binding affinity (normalized) is 0.978. The peptide sequence is ISDSNPYLTQW. The MHC is HLA-B58:01 with pseudo-sequence HLA-B58:01. (2) The peptide sequence is HHYSQAAVL. The MHC is HLA-A02:11 with pseudo-sequence HLA-A02:11. The binding affinity (normalized) is 0.0847. (3) The peptide sequence is ELVMDKNHA. The MHC is HLA-A02:03 with pseudo-sequence HLA-A02:03. The binding affinity (normalized) is 0.0519.